Dataset: HIV replication inhibition screening data with 41,000+ compounds from the AIDS Antiviral Screen. Task: Binary Classification. Given a drug SMILES string, predict its activity (active/inactive) in a high-throughput screening assay against a specified biological target. (1) The drug is CCOP(=O)(NC1CCCCC1)OCC. The result is 0 (inactive). (2) The molecule is CC1(C)COC(=O)C1[OH+][Ge]12[OH+]CCN(CC[OH+]1)CC[OH+]2. The result is 0 (inactive). (3) The drug is CCCCCCc1cn(C2CC(O)C(CO)O2)c(=O)[nH]c1=O. The result is 0 (inactive). (4) The drug is NC(=O)NC1C(C(=O)O)N(Cc2ccccc2)C(=O)N1Cc1ccccc1. The result is 0 (inactive). (5) The compound is COC(=O)CC1C(COC(C)=O)OC(n2cc(C)c(=O)[nH]c2=O)C1OC(C)=O. The result is 0 (inactive). (6) The molecule is O=C(NCCCNCCN1C(=O)c2cccc3cc([N+](=O)[O-])cc(c23)C1=O)c1cc(-c2ccccc2)nc2ccccc12. The result is 0 (inactive).